From a dataset of CYP2D6 substrate classification data from Carbon-Mangels et al.. Regression/Classification. Given a drug SMILES string, predict its absorption, distribution, metabolism, or excretion properties. Task type varies by dataset: regression for continuous measurements (e.g., permeability, clearance, half-life) or binary classification for categorical outcomes (e.g., BBB penetration, CYP inhibition). Dataset: cyp2d6_substrate_carbonmangels. (1) The compound is O=C(O)COC(=O)Cc1ccccc1Nc1c(Cl)cccc1Cl. The result is 0 (non-substrate). (2) The compound is CC[C@H]1OC(=O)[C@H](C)[C@@H](O[C@H]2C[C@@](C)(OC)[C@@H](O)[C@H](C)O2)[C@H](C)[C@@H](O[C@@H]2O[C@H](C)C[C@H](N(C)C)[C@H]2O)[C@](C)(O)C[C@](C)(F)C(=O)[C@H](C)[C@@H](O)[C@]1(C)O. The result is 0 (non-substrate). (3) The compound is Cc1nc2c([nH]1)c(=O)n(C)c(=O)n2Cc1ccco1. The result is 0 (non-substrate). (4) The compound is C=CCOc1ccccc1OC[C@@H](O)CNC(C)C. The result is 0 (non-substrate). (5) The compound is CCCCc1ncc(/C=C(/Cc2cccs2)C(=O)O)n1Cc1ccc(C(=O)O)cc1. The result is 0 (non-substrate).